Dataset: NCI-60 drug combinations with 297,098 pairs across 59 cell lines. Task: Regression. Given two drug SMILES strings and cell line genomic features, predict the synergy score measuring deviation from expected non-interaction effect. (1) Drug 1: C1CCN(CC1)CCOC2=CC=C(C=C2)C(=O)C3=C(SC4=C3C=CC(=C4)O)C5=CC=C(C=C5)O. Drug 2: C1=NC2=C(N=C(N=C2N1C3C(C(C(O3)CO)O)O)F)N. Cell line: HT29. Synergy scores: CSS=-4.26, Synergy_ZIP=2.92, Synergy_Bliss=2.34, Synergy_Loewe=-3.20, Synergy_HSA=-2.67. (2) Drug 1: CN(C)C1=NC(=NC(=N1)N(C)C)N(C)C. Drug 2: B(C(CC(C)C)NC(=O)C(CC1=CC=CC=C1)NC(=O)C2=NC=CN=C2)(O)O. Cell line: K-562. Synergy scores: CSS=-3.88, Synergy_ZIP=2.16, Synergy_Bliss=-1.54, Synergy_Loewe=-1.17, Synergy_HSA=-5.97. (3) Synergy scores: CSS=13.0, Synergy_ZIP=-4.59, Synergy_Bliss=0.363, Synergy_Loewe=-1.66, Synergy_HSA=1.53. Cell line: MDA-MB-435. Drug 1: C1=CC(=CC=C1CCC2=CNC3=C2C(=O)NC(=N3)N)C(=O)NC(CCC(=O)O)C(=O)O. Drug 2: C1=CN(C(=O)N=C1N)C2C(C(C(O2)CO)O)O.Cl. (4) Drug 1: C1C(C(OC1N2C=NC3=C(N=C(N=C32)Cl)N)CO)O. Drug 2: B(C(CC(C)C)NC(=O)C(CC1=CC=CC=C1)NC(=O)C2=NC=CN=C2)(O)O. Cell line: HOP-92. Synergy scores: CSS=58.2, Synergy_ZIP=-3.62, Synergy_Bliss=0.621, Synergy_Loewe=-1.06, Synergy_HSA=0.718. (5) Drug 1: C1=CC(=CC=C1CCC2=CNC3=C2C(=O)NC(=N3)N)C(=O)NC(CCC(=O)O)C(=O)O. Drug 2: CC1C(C(CC(O1)OC2CC(CC3=C2C(=C4C(=C3O)C(=O)C5=CC=CC=C5C4=O)O)(C(=O)C)O)N)O. Cell line: TK-10. Synergy scores: CSS=61.9, Synergy_ZIP=0.399, Synergy_Bliss=-7.38, Synergy_Loewe=5.59, Synergy_HSA=-3.15. (6) Drug 1: C1CCC(CC1)NC(=O)N(CCCl)N=O. Drug 2: C1C(C(OC1N2C=C(C(=O)NC2=O)F)CO)O. Cell line: OVCAR3. Synergy scores: CSS=31.8, Synergy_ZIP=-0.0366, Synergy_Bliss=0.255, Synergy_Loewe=-13.9, Synergy_HSA=0.575. (7) Drug 1: C1=CN(C=N1)CC(O)(P(=O)(O)O)P(=O)(O)O. Drug 2: C1CNP(=O)(OC1)N(CCCl)CCCl. Cell line: UACC-257. Synergy scores: CSS=1.45, Synergy_ZIP=0.595, Synergy_Bliss=-0.543, Synergy_Loewe=0.889, Synergy_HSA=-1.85.